This data is from Full USPTO retrosynthesis dataset with 1.9M reactions from patents (1976-2016). The task is: Predict the reactants needed to synthesize the given product. The reactants are: [CH3:1][C:2]1[CH:8]=[C:7]([C:9]2[CH:10]=[N:11][CH:12]=[CH:13][CH:14]=2)[C:6]([CH3:15])=[CH:5][C:3]=1[NH2:4].Cl. Given the product [CH3:1][C:2]1[CH:8]=[C:7]([CH:9]2[CH2:14][CH2:13][CH2:12][NH:11][CH2:10]2)[C:6]([CH3:15])=[CH:5][C:3]=1[NH2:4], predict the reactants needed to synthesize it.